Regression. Given a peptide amino acid sequence and an MHC pseudo amino acid sequence, predict their binding affinity value. This is MHC class II binding data. From a dataset of Peptide-MHC class II binding affinity with 134,281 pairs from IEDB. (1) The binding affinity (normalized) is 0. The MHC is DRB3_0301 with pseudo-sequence DRB3_0301. The peptide sequence is TPQLTKNAGVST. (2) The peptide sequence is YVYEPFPKEVWEQIF. The MHC is DRB1_1501 with pseudo-sequence DRB1_1501. The binding affinity (normalized) is 0.227.